This data is from Forward reaction prediction with 1.9M reactions from USPTO patents (1976-2016). The task is: Predict the product of the given reaction. (1) Given the reactants C([Si](C)(C)[O:6][C@H:7]1[CH2:12][CH2:11][C@H:10]([N:13]2[C:18]3=[N:19][C:20](Cl)=[N:21][CH:22]=[C:17]3[CH2:16][N:15]([C:24]3[CH:29]=[CH:28][C:27]([O:30][CH3:31])=[CH:26][C:25]=3[F:32])[C:14]2=[O:33])[CH2:9][CH2:8]1)(C)(C)C.[CH3:36][O:37][C:38]1[CH:43]=[CH:42][C:41]([NH2:44])=[CH:40][CH:39]=1.O.C1(C)C=CC(S(O)(=O)=O)=CC=1, predict the reaction product. The product is: [F:32][C:25]1[CH:26]=[C:27]([O:30][CH3:31])[CH:28]=[CH:29][C:24]=1[N:15]1[CH2:16][C:17]2[C:18](=[N:19][C:20]([NH:44][C:41]3[CH:42]=[CH:43][C:38]([O:37][CH3:36])=[CH:39][CH:40]=3)=[N:21][CH:22]=2)[N:13]([C@H:10]2[CH2:9][CH2:8][C@H:7]([OH:6])[CH2:12][CH2:11]2)[C:14]1=[O:33]. (2) Given the reactants [Cl:1][C:2]1[C:3]2[C:4](=[CH:9][N:10]([CH2:12][CH2:13][O:14]C3CCCCO3)[N:11]=2)[N:5]=[CH:6][C:7]=1[F:8].ClC1C(F)=CN=C2C=NN(CCOC3CCCCO3)C=12.[F:41][C:42]1[C:43]([C:49]2[CH:54]=[C:53]([NH2:55])[C:52]([CH3:56])=[CH:51][N:50]=2)=[N:44][C:45]([CH3:48])=[CH:46][CH:47]=1.C1(P(C2CCCCC2)C2C=CC=CC=2C2C(C(C)C)=CC(C(C)C)=CC=2C(C)C)CCCCC1.C(=O)([O-])[O-].[K+].[K+].Cl, predict the reaction product. The product is: [F:8][C:7]1[CH:6]=[N:5][C:4]2=[CH:9][N:10]([CH2:12][CH2:13][OH:14])[N:11]=[C:3]2[C:2]=1[NH:55][C:53]1[C:52]([CH3:56])=[CH:51][N:50]=[C:49]([C:43]2[C:42]([F:41])=[CH:47][CH:46]=[C:45]([CH3:48])[N:44]=2)[CH:54]=1.[ClH:1]. (3) Given the reactants C[O:2][C:3](=[O:20])[C:4]1[C:5](=[C:10]([NH:14][CH2:15][CH2:16][CH2:17][CH2:18][CH3:19])[CH:11]=[CH:12][CH:13]=1)[C:6]([O:8]C)=[O:7].COCCNC1C=CC=C(C(O)=O)C=1C(O)=O, predict the reaction product. The product is: [CH2:15]([NH:14][C:10]1[CH:11]=[CH:12][CH:13]=[C:4]([C:3]([OH:20])=[O:2])[C:5]=1[C:6]([OH:8])=[O:7])[CH2:16][CH2:17][CH2:18][CH3:19].